This data is from Forward reaction prediction with 1.9M reactions from USPTO patents (1976-2016). The task is: Predict the product of the given reaction. Given the reactants [CH2:1]1[CH2:6][C@@H:5]([C:7]([OH:9])=[O:8])[NH:4][CH2:3][CH2:2]1.[C:10]([N:17]1[CH2:22][CH2:21][C:20](=O)[CH2:19][CH2:18]1)([O:12][C:13]([CH3:16])([CH3:15])[CH3:14])=[O:11].C(O)(=O)C.C(O[BH-](OC(=O)C)OC(=O)C)(=O)C.[Na+], predict the reaction product. The product is: [C:13]([O:12][C:10]([N:17]1[CH2:22][CH2:21][CH:20]([N:4]2[CH2:3][CH2:2][CH2:1][CH2:6][CH:5]2[C:7]([OH:9])=[O:8])[CH2:19][CH2:18]1)=[O:11])([CH3:16])([CH3:14])[CH3:15].